Dataset: Peptide-MHC class II binding affinity with 134,281 pairs from IEDB. Task: Regression. Given a peptide amino acid sequence and an MHC pseudo amino acid sequence, predict their binding affinity value. This is MHC class II binding data. (1) The peptide sequence is HLCTSHLVEAL. The MHC is HLA-DQA10102-DQB10604 with pseudo-sequence HLA-DQA10102-DQB10604. The binding affinity (normalized) is 0. (2) The peptide sequence is GRYNCKCCWFADKNL. The MHC is DRB1_0401 with pseudo-sequence DRB1_0401. The binding affinity (normalized) is 0.413. (3) The peptide sequence is EKKYFAATQFEPLFA. The MHC is HLA-DPA10103-DPB10401 with pseudo-sequence HLA-DPA10103-DPB10401. The binding affinity (normalized) is 1.00. (4) The peptide sequence is NQEILELAQSETCSPG. The MHC is DRB1_1101 with pseudo-sequence DRB1_1101. The binding affinity (normalized) is 0.120. (5) The peptide sequence is KPLLIIAEDVEGEY. The MHC is H-2-IAs with pseudo-sequence H-2-IAs. The binding affinity (normalized) is 0.206. (6) The peptide sequence is PKGISRMSMAMGTMA. The MHC is DRB1_1301 with pseudo-sequence DRB1_1301. The binding affinity (normalized) is 0.515.